Dataset: Reaction yield outcomes from USPTO patents with 853,638 reactions. Task: Predict the reaction yield, written as a fraction of the theoretical maximum amount of product (1.0 means a 100% yield; for example, 0.34 means a 34% yield). (1) The reactants are [CH2:1]([NH2:4])[CH2:2]N.[Cl:5][C:6]1[N:11]=[C:10](Cl)[C:9]([Cl:13])=[CH:8][N:7]=1.CC[N:16](CC)CC.[S:21](Cl)([CH3:24])(=[O:23])=[O:22]. The catalyst is C1COCC1. The product is [Cl:5][C:6]1[N:11]=[C:10]([NH:4][CH2:1][CH2:2][CH2:24][S:21]([NH2:16])(=[O:23])=[O:22])[C:9]([Cl:13])=[CH:8][N:7]=1. The yield is 0.0800. (2) The reactants are [CH3:1][O:2][C:3]1[CH:4]=[C:5]2[C:10](=[CH:11][CH:12]=1)[N:9]=[CH:8][C:7]([C:13]([OH:15])=[O:14])=[CH:6]2.[O:16]1[C:21]2[CH:22]=[CH:23][C:24]([CH2:26][NH:27][C@H:28]3[CH2:33][CH2:32][C@H:31]([CH2:34]O)[CH2:30][CH2:29]3)=[CH:25][C:20]=2[O:19][CH2:18][CH2:17]1. No catalyst specified. The product is [O:16]1[C:21]2[CH:22]=[CH:23][C:24]([CH2:26][NH:27][C@H:28]3[CH2:33][CH2:32][C@H:31]([CH2:34][O:14][C:13]([C:7]4[CH:8]=[N:9][C:10]5[C:5]([CH:6]=4)=[CH:4][C:3]([O:2][CH3:1])=[CH:12][CH:11]=5)=[O:15])[CH2:30][CH2:29]3)=[CH:25][C:20]=2[O:19][CH2:18][CH2:17]1. The yield is 0.260.